This data is from Catalyst prediction with 721,799 reactions and 888 catalyst types from USPTO. The task is: Predict which catalyst facilitates the given reaction. (1) Reactant: [C:1](=[O:19])([O:17][CH3:18])[O:2][C:3]1[CH:8]=[CH:7][C:6]([F:9])=[CH:5][C:4]=1[C:10]1([CH3:16])[CH2:15][CH2:14][CH2:13][CH2:12][CH2:11]1.[N+:20]([O-])([O-:22])=[O:21].[K+]. Product: [C:1](=[O:19])([O:17][CH3:18])[O:2][C:3]1[CH:8]=[C:7]([N+:20]([O-:22])=[O:21])[C:6]([F:9])=[CH:5][C:4]=1[C:10]1([CH3:16])[CH2:15][CH2:14][CH2:13][CH2:12][CH2:11]1. The catalyst class is: 65. (2) Reactant: [NH2:1][C:2]1[CH:3]=[C:4]([CH:7]=[CH:8][C:9]=1[CH3:10])[CH2:5]O.[ClH:11].C(S[C:15]([C:17]1[S:18][CH:19]=[CH:20][CH:21]=1)=[NH:16])C.S(Cl)([Cl:24])=O. Product: [ClH:24].[Cl:11][CH2:5][C:4]1[CH:7]=[CH:8][C:9]([CH3:10])=[C:2]([NH:1][C:15]([C:17]2[S:18][CH:19]=[CH:20][CH:21]=2)=[NH:16])[CH:3]=1. The catalyst class is: 412. (3) Reactant: [Cl:1][C:2]1[CH:3]=[C:4]([CH:6]=[CH:7][C:8]=1[O:9][C:10]1[C:19]2[C:14](=[CH:15][C:16]([O:22][CH3:23])=[C:17]([O:20][CH3:21])[CH:18]=2)[N:13]=[CH:12][N:11]=1)[NH2:5].C(N(CC)CC)C.Cl[C:32](Cl)([O:34]C(=O)OC(Cl)(Cl)Cl)Cl.[NH2:43][C:44]1[CH:48]=[C:47]([CH3:49])[O:46][N:45]=1. Product: [Cl:1][C:2]1[CH:3]=[C:4]([NH:5][C:32]([NH:43][C:44]2[CH:48]=[C:47]([CH3:49])[O:46][N:45]=2)=[O:34])[CH:6]=[CH:7][C:8]=1[O:9][C:10]1[C:19]2[C:14](=[CH:15][C:16]([O:22][CH3:23])=[C:17]([O:20][CH3:21])[CH:18]=2)[N:13]=[CH:12][N:11]=1. The catalyst class is: 146. (4) Reactant: [OH-].[K+].[CH3:3][O:4][C:5]1[CH:6]=[C:7]([CH2:13][O:14][C:15]2[CH:16]=[C:17]([NH2:20])[NH:18][N:19]=2)[CH:8]=[C:9]([O:11][CH3:12])[CH:10]=1.C(=O)(OC(C)(C)C)[O:22][C:23]([O:25][C:26]([CH3:29])([CH3:28])[CH3:27])=O. Product: [NH2:20][C:17]1[N:18]([C:23]([O:25][C:26]([CH3:29])([CH3:28])[CH3:27])=[O:22])[N:19]=[C:15]([O:14][CH2:13][C:7]2[CH:6]=[C:5]([O:4][CH3:3])[CH:10]=[C:9]([O:11][CH3:12])[CH:8]=2)[CH:16]=1. The catalyst class is: 229. (5) Reactant: [NH2:1][C:2]1[CH:7]=[CH:6][C:5]([N:8]2[C:14](=[O:15])[CH2:13][C:12](=[O:16])[NH:11][C:10]3[C:17]4[C:22]([CH:23]=[CH:24][C:9]2=3)=[CH:21][CH:20]=[CH:19][CH:18]=4)=[CH:4][CH:3]=1.[CH:25]1([S:31](Cl)(=[O:33])=[O:32])[CH2:30][CH2:29][CH2:28][CH2:27][CH2:26]1. Product: [O:16]=[C:12]1[NH:11][C:10]2[C:17]3[C:22]([CH:23]=[CH:24][C:9]=2[N:8]([C:5]2[CH:6]=[CH:7][C:2]([NH:1][S:31]([CH:25]4[CH2:30][CH2:29][CH2:28][CH2:27][CH2:26]4)(=[O:33])=[O:32])=[CH:3][CH:4]=2)[C:14](=[O:15])[CH2:13]1)=[CH:21][CH:20]=[CH:19][CH:18]=3. The catalyst class is: 17. (6) Reactant: C([O:3][C:4](=O)[C:5]([N:8]1[CH2:13][CH2:12][N:11]([C:14]([O:16][C:17]([CH3:20])([CH3:19])[CH3:18])=[O:15])[CH2:10][CH2:9]1)([CH3:7])[CH3:6])C.[H-].[H-].[H-].[H-].[Li+].[Al+3]. Product: [OH:3][CH2:4][C:5]([N:8]1[CH2:9][CH2:10][N:11]([C:14]([O:16][C:17]([CH3:20])([CH3:19])[CH3:18])=[O:15])[CH2:12][CH2:13]1)([CH3:7])[CH3:6]. The catalyst class is: 1. (7) Reactant: [OH:1][C:2]1[CH:7]=[CH:6][C:5]([CH:8]=[CH:9][C:10]([OH:12])=[O:11])=[CH:4][C:3]=1[O:13][CH3:14].Cl.C(O)C. Product: [OH:1][C:2]1[CH:7]=[CH:6][C:5]([CH2:8][CH2:9][C:10]([OH:12])=[O:11])=[CH:4][C:3]=1[O:13][CH3:14]. The catalyst class is: 481.